From a dataset of Catalyst prediction with 721,799 reactions and 888 catalyst types from USPTO. Predict which catalyst facilitates the given reaction. (1) Reactant: ClC1C=C(N2CCOC3C=C4C(N)=NOC4=CC2=3)C=NC=1OCC(C)C.CS(Cl)(=O)=O.[Cl:32][C:33]1[CH:34]=[C:35]([N:44]2[CH2:49][CH2:48][O:47][C:46]3[CH:50]=[C:51]4[C:56]([N:57](S(C)(=O)=O)[S:58]([CH3:61])(=[O:60])=[O:59])=[N:55][O:54][C:52]4=[CH:53][C:45]2=3)[CH:36]=[N:37][C:38]=1[O:39][CH2:40][CH:41]([CH3:43])[CH3:42].CCCC[N+](CCCC)(CCCC)CCCC.[F-]. Product: [Cl:32][C:33]1[CH:34]=[C:35]([N:44]2[CH2:49][CH2:48][O:47][C:46]3[CH:50]=[C:51]4[C:56]([NH:57][S:58]([CH3:61])(=[O:60])=[O:59])=[N:55][O:54][C:52]4=[CH:53][C:45]2=3)[CH:36]=[N:37][C:38]=1[O:39][CH2:40][CH:41]([CH3:43])[CH3:42]. The catalyst class is: 168. (2) Reactant: [C:1]([O:5][C:6]([N:8]1[CH2:12][CH2:11][CH2:10][CH:9]1[C:13]1[NH:14][C:15]([Br:19])=[C:16](Br)[N:17]=1)=[O:7])([CH3:4])([CH3:3])[CH3:2].C([Li])CCC.CCCCCC. Product: [C:1]([O:5][C:6]([N:8]1[CH2:12][CH2:11][CH2:10][CH:9]1[C:13]1[NH:17][CH:16]=[C:15]([Br:19])[N:14]=1)=[O:7])([CH3:4])([CH3:2])[CH3:3]. The catalyst class is: 7. (3) Product: [CH3:6][N:1]1[CH2:2][CH2:3][CH:4]([O:7][C:28]2[CH:38]=[CH:37][C:31]([C:32]([O:34][CH2:35][CH3:36])=[O:33])=[CH:30][CH:29]=2)[CH2:5]1. Reactant: [NH:1]1[CH2:6][CH2:5][CH:4]([OH:7])[CH2:3][CH2:2]1.C1(P(C2C=CC=CC=2)C2C=CC=CC=2)C=CC=CC=1.O[C:28]1[CH:38]=[CH:37][C:31]([C:32]([O:34][CH2:35][CH3:36])=[O:33])=[CH:30][CH:29]=1.N(C(OCC)=O)=NC(OCC)=O. The catalyst class is: 7.